Dataset: Forward reaction prediction with 1.9M reactions from USPTO patents (1976-2016). Task: Predict the product of the given reaction. Given the reactants C(OC(=O)[NH:7][CH2:8][CH2:9][N:10]1[CH2:15][CH2:14][O:13][CH2:12][C@@H:11]1[C:16]([NH:18][CH:19]1[CH:26]2[CH2:27][CH:22]3[CH2:23][CH:24]([CH2:28][CH:20]1[CH2:21]3)[CH2:25]2)=[O:17])(C)(C)C.Cl, predict the reaction product. The product is: [CH:20]12[CH2:28][CH:24]3[CH2:23][CH:22]([CH2:27][CH:26]([CH2:25]3)[CH:19]1[NH:18][C:16]([C@H:11]1[CH2:12][O:13][CH2:14][CH2:15][N:10]1[CH2:9][CH2:8][NH2:7])=[O:17])[CH2:21]2.